From a dataset of Reaction yield outcomes from USPTO patents with 853,638 reactions. Predict the reaction yield, written as a fraction of the theoretical maximum amount of product (1.0 means a 100% yield; for example, 0.34 means a 34% yield). The product is [C:1]([O:5][C:6](=[O:7])[NH:8][CH2:9][C:10]1[CH:18]=[CH:17][C:13]([C:14]([N:33]2[CH2:32][CH2:31][C:30]3[N:29]=[C:28]([CH3:27])[O:37][C:36]=3[C:35]3[CH:38]=[CH:39][CH:40]=[CH:41][C:34]2=3)=[O:16])=[CH:12][C:11]=1[CH3:19])([CH3:2])([CH3:3])[CH3:4]. The yield is 0.0900. The catalyst is ClCCl.CN(C1C=CN=CC=1)C. The reactants are [C:1]([O:5][C:6]([NH:8][CH2:9][C:10]1[CH:18]=[CH:17][C:13]([C:14]([OH:16])=O)=[CH:12][C:11]=1[CH3:19])=[O:7])([CH3:4])([CH3:3])[CH3:2].C(N(CC)CC)C.[CH3:27][C:28]1[O:37][C:36]2[C:35]3[CH:38]=[CH:39][CH:40]=[CH:41][C:34]=3[NH:33][CH2:32][CH2:31][C:30]=2[N:29]=1.